This data is from Catalyst prediction with 721,799 reactions and 888 catalyst types from USPTO. The task is: Predict which catalyst facilitates the given reaction. (1) Reactant: [CH3:1][O:2][C:3](=[O:26])[C:4]1[CH:9]=[C:8]([C:10]#[C:11][Si](C)(C)C)[C:7]([F:16])=[C:6]([F:17])[C:5]=1[NH:18][C:19]1[CH:24]=[CH:23][CH:22]=[CH:21][C:20]=1[Cl:25].[OH:27]S(O)(=O)=O. Product: [CH3:1][O:2][C:3](=[O:26])[C:4]1[CH:9]=[C:8]([C:10](=[O:27])[CH3:11])[C:7]([F:16])=[C:6]([F:17])[C:5]=1[NH:18][C:19]1[CH:24]=[CH:23][CH:22]=[CH:21][C:20]=1[Cl:25]. The catalyst class is: 95. (2) Reactant: [Br-:1].[Br-].[Br-].C1([N+](C)(C)C)C=CC=CC=1.C1([N+](C)(C)C)C=CC=CC=1.C1([N+](C)(C)C)C=CC=CC=1.[CH:34]([C:37]([C:39]1[CH:48]=[CH:47][C:46]2[C:41](=[CH:42][CH:43]=[CH:44][CH:45]=2)[CH:40]=1)=[O:38])([CH3:36])[CH3:35]. Product: [CH:40]1[C:41]2[C:46](=[CH:45][CH:44]=[CH:43][CH:42]=2)[CH:47]=[CH:48][C:39]=1[C:37]([C:34]([Br:1])([CH3:36])[CH3:35])=[O:38]. The catalyst class is: 7. (3) Reactant: [CH3:1][C:2]1[N:6]([C:7]2[N:8]=[C:9]([N:18]3[CH2:23][CH2:22][O:21][CH2:20][CH2:19]3)[C:10]3[N:15]=[C:14]([CH:16]=O)[S:13][C:11]=3[N:12]=2)[C:5]2[CH:24]=[CH:25][CH:26]=[CH:27][C:4]=2[N:3]=1.[NH:28]1[CH2:33][CH2:32][CH2:31][CH:30]([C:34]([OH:37])([CH3:36])[CH3:35])[CH2:29]1.C(O)(=O)C.C(O[BH-](OC(=O)C)OC(=O)C)(=O)C.[Na+]. Product: [CH3:1][C:2]1[N:6]([C:7]2[N:8]=[C:9]([N:18]3[CH2:19][CH2:20][O:21][CH2:22][CH2:23]3)[C:10]3[N:15]=[C:14]([CH2:16][N:28]4[CH2:33][CH2:32][CH2:31][CH:30]([C:34]([OH:37])([CH3:36])[CH3:35])[CH2:29]4)[S:13][C:11]=3[N:12]=2)[C:5]2[CH:24]=[CH:25][CH:26]=[CH:27][C:4]=2[N:3]=1. The catalyst class is: 26.